Task: Predict the product of the given reaction.. Dataset: Forward reaction prediction with 1.9M reactions from USPTO patents (1976-2016) The product is: [CH:23]1([N:22]2[C:21]3[CH:20]=[CH:32][C:31]([C:33]([OH:35])=[O:34])=[CH:30][C:29]=3[N:19]=[C:18]2[C:13]2[CH:14]=[C:15]3[C:10](=[CH:11][CH:12]=2)[N:9]=[C:8]([C:75]2[CH:74]=[N:73][N:72]([C:66]4[CH:67]=[CH:68][CH:69]=[CH:70][CH:71]=4)[CH:76]=2)[CH:17]=[CH:16]3)[CH2:24][CH2:25][CH2:26][CH2:27][CH2:28]1. Given the reactants BrC1C=CC(O)=C([C:8]2[CH:17]=[CH:16][C:15]3[C:10](=[CH:11][CH:12]=[C:13]([C:18]4[N:22]([CH:23]5[CH2:28][CH2:27][CH2:26][CH2:25][CH2:24]5)[C:21]5[CH:29]=[CH:30][C:31]([C:33]([OH:35])=[O:34])=[CH:32][C:20]=5[N:19]=4)[CH:14]=3)[N:9]=2)C=1.C(OC(C1C=CC2N(C3CCCCC3)C(C3C=CC(N)=C(C=O)C=3)=NC=2C=1)=O)C.[C:66]1([N:72]2[CH:76]=[C:75](C(=O)C)[CH:74]=[N:73]2)[CH:71]=[CH:70][CH:69]=[CH:68][CH:67]=1.[OH-].[K+], predict the reaction product.